This data is from Full USPTO retrosynthesis dataset with 1.9M reactions from patents (1976-2016). The task is: Predict the reactants needed to synthesize the given product. Given the product [Cl:1][C:2]1[CH:7]=[CH:6][CH:5]=[C:4]([NH:8][C:9]2[CH:14]=[CH:13][CH:12]=[CH:11][CH:10]=2)[C:3]=1[NH2:15], predict the reactants needed to synthesize it. The reactants are: [Cl:1][C:2]1[C:3]([N+:15]([O-])=O)=[C:4]([NH:8][C:9]2[CH:14]=[CH:13][CH:12]=[CH:11][CH:10]=2)[CH:5]=[CH:6][CH:7]=1.[NH4+].[Cl-].